Dataset: Full USPTO retrosynthesis dataset with 1.9M reactions from patents (1976-2016). Task: Predict the reactants needed to synthesize the given product. Given the product [CH2:14]([N:9]1[CH:10]=[C:11]([CH3:12])[C@H:5]2[CH2:4][CH2:3][C@H:2]([CH3:1])[C@H:6]2[C:7]1=[O:8])[CH2:15][CH2:16][CH2:17][CH2:18][CH2:19][CH2:20][CH3:21], predict the reactants needed to synthesize it. The reactants are: [CH3:1][CH:2]1[CH:6]2[C:7]([NH:9][CH:10]=[C:11]([CH3:12])[CH:5]2[CH2:4][CH2:3]1)=[O:8].I[CH2:14][CH2:15][CH2:16][CH2:17][CH2:18][CH2:19][CH2:20][CH3:21].